From a dataset of Forward reaction prediction with 1.9M reactions from USPTO patents (1976-2016). Predict the product of the given reaction. (1) Given the reactants C1COCC1.[OH:6][C:7]1[CH:14]=[CH:13][C:10]([CH:11]=[O:12])=[CH:9][C:8]=1[CH3:15].C(=O)([O-])[O-].[K+].[K+].[C:22]([N:25]1[CH2:30][CH2:29][N:28]([C:31](=[O:34])[CH2:32]Cl)[CH2:27][CH2:26]1)(=[O:24])[CH3:23], predict the reaction product. The product is: [C:31]([N:28]1[CH2:29][CH2:30][N:25]([C:22]([CH2:23][O:6][C:7]2[CH:14]=[CH:13][C:10]([CH:11]=[O:12])=[CH:9][C:8]=2[CH3:15])=[O:24])[CH2:26][CH2:27]1)(=[O:34])[CH3:32]. (2) Given the reactants [CH3:1][N:2]([CH2:4][C:5]1[NH:14][C:13](=O)[C:12]2[C:7](=[CH:8][C:9]([O:18][CH3:19])=[C:10]([O:16][CH3:17])[CH:11]=2)[N:6]=1)[CH3:3].P(Cl)(Cl)([Cl:22])=O, predict the reaction product. The product is: [Cl:22][C:13]1[C:12]2[C:7](=[CH:8][C:9]([O:18][CH3:19])=[C:10]([O:16][CH3:17])[CH:11]=2)[N:6]=[C:5]([CH2:4][N:2]([CH3:3])[CH3:1])[N:14]=1. (3) Given the reactants Cl[C:2]1[N:7]=[CH:6][N:5]=[C:4]([NH:8][C:9]2[CH:14]=[CH:13][C:12]([N:15]3[CH2:20][CH2:19][N:18]([CH:21]4[CH2:24][O:23][CH2:22]4)[CH2:17][CH2:16]3)=[C:11]([O:25][CH3:26])[CH:10]=2)[N:3]=1.[O:27]1[CH2:32][CH2:31][CH:30]([O:33][C:34]2[CH:41]=[CH:40][C:39](B3OC(C)(C)C(C)(C)O3)=[CH:38][C:35]=2[C:36]#[N:37])[CH2:29][CH2:28]1.C(=O)([O-])[O-].[Na+].[Na+], predict the reaction product. The product is: [CH3:26][O:25][C:11]1[CH:10]=[C:9]([NH:8][C:4]2[N:5]=[CH:6][N:7]=[C:2]([C:39]3[CH:40]=[CH:41][C:34]([O:33][CH:30]4[CH2:31][CH2:32][O:27][CH2:28][CH2:29]4)=[C:35]([CH:38]=3)[C:36]#[N:37])[N:3]=2)[CH:14]=[CH:13][C:12]=1[N:15]1[CH2:20][CH2:19][N:18]([CH:21]2[CH2:24][O:23][CH2:22]2)[CH2:17][CH2:16]1. (4) Given the reactants [C-]#N.[K+].C([O-])(O)=O.[Na+].[C:9]([C:13]1[N:18]=[C:17]([N:19]2[CH2:24][CH2:23][N:22]([CH2:25][CH2:26][CH2:27][CH2:28][N:29]3[CH:34]=[C:33]([CH3:35])[C:32]([SH:36])=[N:31][C:30]3=[O:37])[CH2:21][CH2:20]2)[CH:16]=[C:15]([C:38]([F:41])([F:40])[F:39])[N:14]=1)([CH3:12])([CH3:11])[CH3:10].C1OCCOCCOCCOCCOCCOC1.Br[C:61]#[N:62], predict the reaction product. The product is: [C:9]([C:13]1[N:18]=[C:17]([N:19]2[CH2:20][CH2:21][N:22]([CH2:25][CH2:26][CH2:27][CH2:28][N:29]3[CH:34]=[C:33]([CH3:35])[C:32]([S:36][C:61]#[N:62])=[N:31][C:30]3=[O:37])[CH2:23][CH2:24]2)[CH:16]=[C:15]([C:38]([F:40])([F:41])[F:39])[N:14]=1)([CH3:10])([CH3:11])[CH3:12]. (5) Given the reactants [C:1]1(=[O:21])[N:5]([CH2:6][CH2:7][C:8]2[C:9](=[O:15])[NH:10][C:11](=[O:14])[NH:12][CH:13]=2)[C:4](=[O:16])[C:3]2=[CH:17][CH:18]=[CH:19][CH:20]=[C:2]12.[C:22]([O:30][C@H:31]([C@@H:34]([C@@H:44]([CH2:54][O:55][C:56](=[O:63])[C:57]1[CH:62]=[CH:61][CH:60]=[CH:59][CH:58]=1)[O:45][C:46](=[O:53])[C:47]1[CH:52]=[CH:51][CH:50]=[CH:49][CH:48]=1)[O:35][C:36](=[O:43])[C:37]1[CH:42]=[CH:41][CH:40]=[CH:39][CH:38]=1)C=O)(=O)C1C=CC=CC=1.[Pb].[Ar].[Si](OS(C(F)(F)F)(=O)=O)(C)(C)C, predict the reaction product. The product is: [C:36]([O:35][C@@H:34]1[C@H:44]([O:45][C:46](=[O:53])[C:47]2[CH:52]=[CH:51][CH:50]=[CH:49][CH:48]=2)[C@H:54]([O:55][C:56](=[O:63])[C:57]2[CH:62]=[CH:61][CH:60]=[CH:59][CH:58]=2)[CH2:22][O:30][C@H:31]1[N:12]1[CH:13]=[C:8]([CH2:7][CH2:6][N:5]2[C:4](=[O:16])[C:3]3=[CH:17][CH:18]=[CH:19][CH:20]=[C:2]3[C:1]2=[O:21])[C:9](=[O:15])[NH:10][C:11]1=[O:14])(=[O:43])[C:37]1[CH:42]=[CH:41][CH:40]=[CH:39][CH:38]=1. (6) Given the reactants Cl.[NH2:2][CH2:3][C:4]1[S:8][C:7]([C@H:9]([N:12]([CH2:25][CH:26]([CH3:28])[CH3:27])[S:13]([C:16]2[CH:24]=[CH:23][C:19]3[N:20]=[CH:21][S:22][C:18]=3[CH:17]=2)(=[O:15])=[O:14])[CH2:10][OH:11])=[CH:6][CH:5]=1.[CH3:29][O:30][C:31]([NH:33][C@H:34]([C:48](O)=[O:49])[CH:35]([C:42]1[CH:47]=[CH:46][CH:45]=[CH:44][CH:43]=1)[C:36]1[CH:41]=[CH:40][CH:39]=[CH:38][CH:37]=1)=[O:32].CCN(C(C)C)C(C)C.F[P-](F)(F)(F)(F)F.N1(O[P+](N(C)C)(N(C)C)N(C)C)C2C=CC=CC=2N=N1, predict the reaction product. The product is: [S:22]1[C:18]2[CH:17]=[C:16]([S:13]([N:12]([CH2:25][CH:26]([CH3:28])[CH3:27])[C@@H:9]([C:7]3[S:8][C:4]([CH2:3][NH:2][C:48](=[O:49])[C@H:34]([CH:35]([C:36]4[CH:37]=[CH:38][CH:39]=[CH:40][CH:41]=4)[C:42]4[CH:43]=[CH:44][CH:45]=[CH:46][CH:47]=4)[NH:33][C:31]([O:30][CH3:29])=[O:32])=[CH:5][CH:6]=3)[CH2:10][OH:11])(=[O:15])=[O:14])[CH:24]=[CH:23][C:19]=2[N:20]=[CH:21]1.